This data is from Reaction yield outcomes from USPTO patents with 853,638 reactions. The task is: Predict the reaction yield, written as a fraction of the theoretical maximum amount of product (1.0 means a 100% yield; for example, 0.34 means a 34% yield). (1) The reactants are [CH2:1]([O:8][C:9]1[CH:14]=[CH:13][N:12]=[C:11](Br)[CH:10]=1)[C:2]1[CH:7]=[CH:6][CH:5]=[CH:4][CH:3]=1.[NH2:16][C:17]1[CH:22]=[CH:21][CH:20]=[CH:19][N:18]=1.C(O[K])(C)(C)C. The catalyst is C1(C)C=CC=CC=1.C(Cl)Cl.C1C=CC(/C=C/C(/C=C/C2C=CC=CC=2)=O)=CC=1.C1C=CC(/C=C/C(/C=C/C2C=CC=CC=2)=O)=CC=1.C1C=CC(/C=C/C(/C=C/C2C=CC=CC=2)=O)=CC=1.[Pd].[Pd]. The product is [CH2:1]([O:8][C:9]1[CH:14]=[CH:13][N:12]=[C:11]([NH:16][C:17]2[CH:22]=[CH:21][CH:20]=[CH:19][N:18]=2)[CH:10]=1)[C:2]1[CH:7]=[CH:6][CH:5]=[CH:4][CH:3]=1. The yield is 0.730. (2) The reactants are Br[C:2]1[N:7]=[C:6]([NH:8][CH2:9][CH:10]2[CH2:15][CH2:14][O:13][CH2:12][CH2:11]2)[C:5]([Cl:16])=[N:4][CH:3]=1.C([O-])([O-])=O.[Na+].[Na+].[Cl:23][C:24]1[C:25](B(O)O)=[CH:26][C:27]([F:30])=[N:28][CH:29]=1.C(Cl)Cl. The catalyst is COCCOC.CCOC(C)=O.C1C=CC(P(C2C=CC=CC=2)[C-]2C=CC=C2)=CC=1.C1C=CC(P(C2C=CC=CC=2)[C-]2C=CC=C2)=CC=1.Cl[Pd]Cl.[Fe+2]. The product is [Cl:16][C:5]1[C:6]([NH:8][CH2:9][CH:10]2[CH2:15][CH2:14][O:13][CH2:12][CH2:11]2)=[N:7][C:2]([C:25]2[C:24]([Cl:23])=[CH:29][N:28]=[C:27]([F:30])[CH:26]=2)=[CH:3][N:4]=1. The yield is 0.384. (3) The reactants are [OH:1][C:2]1[CH:9]=[C:8]([O:10][CH2:11][CH2:12][O:13][CH3:14])[CH:7]=[CH:6][C:3]=1[CH:4]=[O:5].[H-].[Na+].Cl[C:18]1[C:23]([Cl:24])=[CH:22][C:21]([C:25]([F:28])([F:27])[F:26])=[CH:20][N:19]=1.[Cl-].[NH4+]. The catalyst is CN(C)C=O. The product is [Cl:24][C:23]1[C:18]([O:1][C:2]2[CH:9]=[C:8]([O:10][CH2:11][CH2:12][O:13][CH3:14])[CH:7]=[CH:6][C:3]=2[CH:4]=[O:5])=[N:19][CH:20]=[C:21]([C:25]([F:27])([F:26])[F:28])[CH:22]=1. The yield is 0.600. (4) The reactants are [F:1][C:2]([F:20])([F:19])[C:3]([NH:5][C:6]1[CH:14]=[C:13]2[C:9]([CH:10]=[C:11](C(F)(F)F)[NH:12]2)=[CH:8][CH:7]=1)=[O:4].O.C([O-])([O-])=[O:23].[K+].[K+]. The catalyst is CO. The product is [F:1][C:2]([F:20])([F:19])[C:3]([OH:23])=[O:4].[F:1][C:2]([F:20])([F:19])[C:10]1[C:9]2[C:13](=[CH:14][C:6]([NH2:5])=[CH:7][CH:8]=2)[NH:12][CH:11]=1. The yield is 1.00. (5) The reactants are C(O[CH:5]([C:28]1[CH:29]=[CH:30][C:31]2[N:35]=[C:34]3[S:36][CH:37]=[CH:38][N:33]3[C:32]=2[CH:39]=1)[C:6]1(Br)[C:12](=[O:13])[N:11]2[C@@H:7]1[S:8][CH:9]=[C:10]2[C:14]([O:16]CC1C=CC([N+]([O-])=O)=CC=1)=[O:15])(=O)C.[H][H]. The catalyst is C1COCC1.P([O-])([O-])([O-])=O. The product is [O:13]=[C:12]1[N:11]2[C@H:7]([S:8][CH:9]=[C:10]2[C:14]([OH:16])=[O:15])/[C:6]/1=[CH:5]\[C:28]1[CH:29]=[CH:30][C:31]2[N:35]=[C:34]3[S:36][CH:37]=[CH:38][N:33]3[C:32]=2[CH:39]=1. The yield is 0.0800. (6) The reactants are Br[C:2]1[CH:22]=[CH:21][C:5]([CH2:6][N:7]2[CH2:12][CH2:11][CH2:10][CH:9]([C:13]3[CH:18]=[CH:17][CH:16]=[CH:15][CH:14]=3)[S:8]2(=[O:20])=[O:19])=[C:4]([F:23])[CH:3]=1.[CH3:24][S:25]([N:28]1[CH2:33][CH2:32][CH:31]([OH:34])[CH2:30][CH2:29]1)(=[O:27])=[O:26].CC1C=NC2C(C=1C)=CC=C1C=2N=CC(C)=C1C.C(=O)([O-])[O-].[Cs+].[Cs+]. The catalyst is [Cu]I. The product is [F:23][C:4]1[CH:3]=[C:2]([O:34][CH:31]2[CH2:32][CH2:33][N:28]([S:25]([CH3:24])(=[O:27])=[O:26])[CH2:29][CH2:30]2)[CH:22]=[CH:21][C:5]=1[CH2:6][N:7]1[CH2:12][CH2:11][CH2:10][CH:9]([C:13]2[CH:18]=[CH:17][CH:16]=[CH:15][CH:14]=2)[S:8]1(=[O:20])=[O:19]. The yield is 0.400. (7) The reactants are C(O[C:4](=[O:20])[C:5](=[CH:11][NH:12][C:13]1[CH2:18][CH2:17][CH2:16][C:15](=[O:19])[CH:14]=1)[C:6]([O:8][CH2:9][CH3:10])=[O:7])C.C1(OC2C=CC=CC=2)C=CC=CC=1. The catalyst is CCCCCC. The product is [CH2:9]([O:8][C:6]([C:5]1[C:4](=[O:20])[C:14]2[C:15](=[O:19])[CH2:16][CH2:17][CH2:18][C:13]=2[NH:12][CH:11]=1)=[O:7])[CH3:10]. The yield is 0.720. (8) The reactants are Br[C:2]1[C:7](=[O:8])[N:6]([CH2:9][C:10]2[CH:15]=[CH:14][C:13]([C:16]3[C:17]([C:22]#[N:23])=[CH:18][CH:19]=[CH:20][CH:21]=3)=[CH:12][CH:11]=2)[C:5]([CH2:24][CH2:25][CH2:26][CH3:27])=[N:4][C:3]=1[CH3:28].C([Sn](CCCC)(CCCC)[C:34]1[S:35][CH:36]=[CH:37][CH:38]=1)CCC.[Cl-].[Li+].[F-].[K+]. The catalyst is CN(C)C=O.C(OCC)(=O)C.Cl[Pd](Cl)([P](C1C=CC=CC=1)(C1C=CC=CC=1)C1C=CC=CC=1)[P](C1C=CC=CC=1)(C1C=CC=CC=1)C1C=CC=CC=1. The product is [CH2:24]([C:5]1[N:6]([CH2:9][C:10]2[CH:15]=[CH:14][C:13]([C:16]3[C:17]([C:22]#[N:23])=[CH:18][CH:19]=[CH:20][CH:21]=3)=[CH:12][CH:11]=2)[C:7](=[O:8])[C:2]([C:34]2[S:35][CH:36]=[CH:37][CH:38]=2)=[C:3]([CH3:28])[N:4]=1)[CH2:25][CH2:26][CH3:27]. The yield is 0.750. (9) The reactants are [CH3:1][O:2][C:3](=[O:30])[NH:4][CH:5]([C:9]([N:11]1[CH2:15][CH2:14][CH2:13][CH:12]1[C:16]1[NH:17][C:18]([C:21]2[S:25][CH:24]3[CH:26]=[C:27](Br)[S:28][CH:23]3[CH:22]=2)=[CH:19][N:20]=1)=[O:10])[CH:6]([CH3:8])[CH3:7].[CH3:31][O:32][C:33](=[O:53])[NH:34][CH:35]([C:39]([N:41]1[CH2:45][CH2:44][CH2:43][CH:42]1[C:46]1[NH:47][C:48]([C:51]#[CH:52])=[CH:49][N:50]=1)=[O:40])[CH:36]([CH3:38])[CH3:37].C(N(CC)CC)C. The catalyst is CN(C=O)C.C1C=CC([P]([Pd]([P](C2C=CC=CC=2)(C2C=CC=CC=2)C2C=CC=CC=2)([P](C2C=CC=CC=2)(C2C=CC=CC=2)C2C=CC=CC=2)[P](C2C=CC=CC=2)(C2C=CC=CC=2)C2C=CC=CC=2)(C2C=CC=CC=2)C2C=CC=CC=2)=CC=1.[Cu]I. The product is [CH3:1][O:2][C:3](=[O:30])[NH:4][CH:5]([C:9]([N:11]1[CH2:15][CH2:14][CH2:13][CH:12]1[C:16]1[NH:17][C:18]([C:21]2[S:25][CH:24]3[CH:26]=[C:27]([C:52]#[C:51][C:48]4[NH:47][C:46]([CH:42]5[CH2:43][CH2:44][CH2:45][N:41]5[C:39](=[O:40])[CH:35]([NH:34][C:33]([O:32][CH3:31])=[O:53])[CH:36]([CH3:38])[CH3:37])=[N:50][CH:49]=4)[S:28][CH:23]3[CH:22]=2)=[CH:19][N:20]=1)=[O:10])[CH:6]([CH3:8])[CH3:7]. The yield is 0.180. (10) The reactants are CO.[OH-].[Na+].[NH2:5][C:6]1[C:11]([C:12]2[O:16][N:15]=[C:14]([CH2:17][C:18]3[CH:23]=[CH:22][C:21]([OH:24])=[CH:20][CH:19]=3)[CH:13]=2)=[CH:10][CH:9]=[CH:8][N:7]=1.Cl[CH2:26][C:27]1[CH:32]=[CH:31][CH:30]=[C:29]([CH3:33])[N:28]=1. The catalyst is CN(C)C=O. The product is [CH3:26][C:27]1[N:28]=[C:29]([CH2:33][O:24][C:21]2[CH:22]=[CH:23][C:18]([CH2:17][C:14]3[CH:13]=[C:12]([C:11]4[C:6]([NH2:5])=[N:7][CH:8]=[CH:9][CH:10]=4)[O:16][N:15]=3)=[CH:19][CH:20]=2)[CH:30]=[CH:31][CH:32]=1. The yield is 0.517.